Dataset: NCI-60 drug combinations with 297,098 pairs across 59 cell lines. Task: Regression. Given two drug SMILES strings and cell line genomic features, predict the synergy score measuring deviation from expected non-interaction effect. (1) Drug 1: CC1=C2C(C(=O)C3(C(CC4C(C3C(C(C2(C)C)(CC1OC(=O)C(C(C5=CC=CC=C5)NC(=O)OC(C)(C)C)O)O)OC(=O)C6=CC=CC=C6)(CO4)OC(=O)C)OC)C)OC. Drug 2: CC1=C(C(=CC=C1)Cl)NC(=O)C2=CN=C(S2)NC3=CC(=NC(=N3)C)N4CCN(CC4)CCO. Cell line: SF-295. Synergy scores: CSS=33.7, Synergy_ZIP=-3.72, Synergy_Bliss=-6.23, Synergy_Loewe=-25.8, Synergy_HSA=-5.26. (2) Drug 1: C1C(C(OC1N2C=NC3=C(N=C(N=C32)Cl)N)CO)O. Drug 2: CCC1(CC2CC(C3=C(CCN(C2)C1)C4=CC=CC=C4N3)(C5=C(C=C6C(=C5)C78CCN9C7C(C=CC9)(C(C(C8N6C)(C(=O)OC)O)OC(=O)C)CC)OC)C(=O)OC)O.OS(=O)(=O)O. Cell line: NCI-H226. Synergy scores: CSS=-7.61, Synergy_ZIP=3.52, Synergy_Bliss=1.01, Synergy_Loewe=-10.1, Synergy_HSA=-9.52. (3) Drug 1: C1=NC2=C(N=C(N=C2N1C3C(C(C(O3)CO)O)O)F)N. Drug 2: CCC1(CC2CC(C3=C(CCN(C2)C1)C4=CC=CC=C4N3)(C5=C(C=C6C(=C5)C78CCN9C7C(C=CC9)(C(C(C8N6C)(C(=O)OC)O)OC(=O)C)CC)OC)C(=O)OC)O.OS(=O)(=O)O. Cell line: TK-10. Synergy scores: CSS=1.67, Synergy_ZIP=-2.18, Synergy_Bliss=-1.00, Synergy_Loewe=-2.88, Synergy_HSA=-1.91.